This data is from Catalyst prediction with 721,799 reactions and 888 catalyst types from USPTO. The task is: Predict which catalyst facilitates the given reaction. (1) Reactant: C1(P([N:15]=[N+:16]=[N-:17])(C2C=CC=CC=2)=O)C=CC=CC=1.[CH3:18][CH:19]1[C:27]2[C:22](=[CH:23][CH:24]=[CH:25][CH:26]=2)[CH:21](O)[CH2:20]1.C1CCN2C(=NCCC2)CC1. Product: [N:15]([CH:21]1[C:22]2[C:27](=[CH:26][CH:25]=[CH:24][CH:23]=2)[CH:19]([CH3:18])[CH2:20]1)=[N+:16]=[N-:17]. The catalyst class is: 11. (2) Reactant: [CH3:1][N:2]1[CH2:14][CH2:13][C:12]2[C:11]3[C:6](=[CH:7][CH:8]=[C:9]([CH3:15])[CH:10]=3)[NH:5][C:4]=2[CH2:3]1.N1CCC[C@H]1C(O)=O.[O-]P([O-])([O-])=O.[K+].[K+].[K+].Br[CH:33]=[C:34]([C:36]1[CH:41]=[CH:40][C:39]([O:42][CH3:43])=[C:38]([F:44])[CH:37]=1)[CH3:35]. Product: [F:44][C:38]1[CH:37]=[C:36]([C:34]([CH3:35])=[CH:33][N:5]2[C:6]3[C:11](=[CH:10][C:9]([CH3:15])=[CH:8][CH:7]=3)[C:12]3[CH2:13][CH2:14][N:2]([CH3:1])[CH2:3][C:4]2=3)[CH:41]=[CH:40][C:39]=1[O:42][CH3:43]. The catalyst class is: 122. (3) Reactant: [Br:1][C:2]1[CH:8]=[CH:7][C:5]([NH2:6])=[CH:4][C:3]=1[O:9][CH3:10].BrC1C=CC(OC)=C(N[C:19](=[O:25])[O:20][C:21]([CH3:24])([CH3:23])[CH3:22])C=1.CCCCCCC.C(OCC)(=O)C.CO[C@@H]1[C@@H](C(OC)=O)[C@@H]2[C@@H](CN3[C@H](C2)C2NC4C=C(OC)C=CC=4C=2CC3)C[C@H]1OC(C1C=C(OC)C(OC)=C(OC)C=1)=O. Product: [Br:1][C:2]1[CH:8]=[CH:7][C:5]([NH:6][C:19](=[O:25])[O:20][C:21]([CH3:24])([CH3:23])[CH3:22])=[CH:4][C:3]=1[O:9][CH3:10]. The catalyst class is: 10. (4) Reactant: [F:1][C:2]1[CH:10]=[C:9]2[C:5]([C:6]([C:20]3[CH:21]=[N:22][N:23]([CH2:25][CH:26]4[CH2:29][N:28](C(OC(C)(C)C)=O)[CH2:27]4)[CH:24]=3)=[CH:7][N:8]2[S:11]([C:14]2[CH:19]=[CH:18][CH:17]=[CH:16][CH:15]=2)(=[O:13])=[O:12])=[CH:4][CH:3]=1.C(O)(C(F)(F)F)=O. Product: [NH:28]1[CH2:27][CH:26]([CH2:25][N:23]2[CH:24]=[C:20]([C:6]3[C:5]4[C:9](=[CH:10][C:2]([F:1])=[CH:3][CH:4]=4)[N:8]([S:11]([C:14]4[CH:15]=[CH:16][CH:17]=[CH:18][CH:19]=4)(=[O:12])=[O:13])[CH:7]=3)[CH:21]=[N:22]2)[CH2:29]1. The catalyst class is: 2.